The task is: Predict the reactants needed to synthesize the given product.. This data is from Full USPTO retrosynthesis dataset with 1.9M reactions from patents (1976-2016). (1) Given the product [F:22][C:23]1[CH:28]=[CH:27][C:26]([CH2:29][CH2:30][C@H:31]2[C:40]3[C:35](=[CH:36][C:37]([O:43][CH3:44])=[C:38]([O:41][CH3:42])[CH:39]=3)[CH2:34][CH2:33][N:32]2[C@H:4]([C:5]2[CH:6]=[CH:7][CH:8]=[CH:9][CH:10]=2)[C:1]([NH2:2])=[O:3])=[C:25]([C:45]([F:48])([F:46])[F:47])[CH:24]=1, predict the reactants needed to synthesize it. The reactants are: [C:1]([CH:4](OS(C1C=CC(C)=CC=1)(=O)=O)[C:5]1[CH:10]=[CH:9][CH:8]=[CH:7][CH:6]=1)(=[O:3])[NH2:2].[F:22][C:23]1[CH:28]=[CH:27][C:26]([CH2:29][CH2:30][C@H:31]2[C:40]3[C:35](=[CH:36][C:37]([O:43][CH3:44])=[C:38]([O:41][CH3:42])[CH:39]=3)[CH2:34][CH2:33][NH:32]2)=[C:25]([C:45]([F:48])([F:47])[F:46])[CH:24]=1. (2) Given the product [N:1]1[C:2]2[C:10](=[CH:9][C:5]([C:6]([OH:8])=[O:7])=[CH:4][CH:3]=2)[CH:22]=[CH:14][CH:15]=1, predict the reactants needed to synthesize it. The reactants are: [NH2:1][C:2]1[CH:10]=[CH:9][C:5]([C:6]([OH:8])=[O:7])=[CH:4][CH:3]=1.[N+]([C:14]1[CH:22]=CC(C(O)=O)=C[CH:15]=1)([O-])=O.B(O)(O)O.S(=O)(=O)(O)O.[OH-].[Na+]. (3) Given the product [C:24]([O:28][C:29]([N:6]1[C@H:7]([C:8]2[CH:13]=[CH:12][CH:11]=[CH:10][CH:9]=2)[C@H:4]([O:3][Si:2]([CH3:16])([CH3:15])[CH3:1])[C:5]1=[O:14])=[O:30])([CH3:27])([CH3:26])[CH3:25], predict the reactants needed to synthesize it. The reactants are: [CH3:1][Si:2]([CH3:16])([CH3:15])[O:3][C@H:4]1[C@@H:7]([C:8]2[CH:13]=[CH:12][CH:11]=[CH:10][CH:9]=2)[NH:6][C:5]1=[O:14].C(N(CC)CC)C.[C:24]([O:28][C:29](O[C:29]([O:28][C:24]([CH3:27])([CH3:26])[CH3:25])=[O:30])=[O:30])([CH3:27])([CH3:26])[CH3:25].C(OCC)(=O)C. (4) Given the product [CH3:1][O:2][C:3]1[C:19]([NH:20][C:24]2[N:29]=[CH:28][C:27]3=[CH:30][CH:31]=[C:32]([C:33]4[CH:38]=[CH:37][CH:36]=[CH:35][C:34]=4[O:39][CH3:40])[N:26]3[N:25]=2)=[CH:18][C:6]2[CH2:7][CH2:8][CH2:9][CH:10]([N:12]3[CH2:13][CH2:14][O:15][CH2:16][CH2:17]3)[CH2:11][C:5]=2[CH:4]=1, predict the reactants needed to synthesize it. The reactants are: [CH3:1][O:2][C:3]1[C:19]([NH2:20])=[CH:18][C:6]2[CH2:7][CH2:8][CH2:9][CH:10]([N:12]3[CH2:17][CH2:16][O:15][CH2:14][CH2:13]3)[CH2:11][C:5]=2[CH:4]=1.CS([C:24]1[N:29]=[CH:28][C:27]2=[CH:30][CH:31]=[C:32]([C:33]3[CH:38]=[CH:37][CH:36]=[CH:35][C:34]=3[O:39][CH3:40])[N:26]2[N:25]=1)=O. (5) Given the product [Cl:1][C:2]1[CH:3]=[C:4]2[C:8](=[CH:9][CH:10]=1)[N:7]([C:40]#[C:41][C:42]1[CH:47]=[CH:46][C:45]([Cl:48])=[CH:44][CH:43]=1)[C:6]1[CH:11]([CH3:16])[N:12]([CH3:15])[CH2:13][CH2:14][C:5]2=1, predict the reactants needed to synthesize it. The reactants are: [Cl:1][C:2]1[CH:3]=[C:4]2[C:8](=[CH:9][CH:10]=1)[NH:7][C:6]1[CH:11]([CH3:16])[N:12]([CH3:15])[CH2:13][CH2:14][C:5]2=1.N1C2C(=CC=C3C=2N=CC=C3)C=CC=1.[O-]P([O-])([O-])=O.[K+].[K+].[K+].Br[C:40]#[C:41][C:42]1[CH:47]=[CH:46][C:45]([Cl:48])=[CH:44][CH:43]=1. (6) Given the product [CH2:1]([N:8]1[CH:13]2[CH2:14][CH2:15][CH:9]1[CH2:10][C:11](=[N:18][OH:19])[CH2:12]2)[C:2]1[CH:7]=[CH:6][CH:5]=[CH:4][CH:3]=1, predict the reactants needed to synthesize it. The reactants are: [CH2:1]([N:8]1[CH:13]2[CH2:14][CH2:15][CH:9]1[CH2:10][C:11](=O)[CH2:12]2)[C:2]1[CH:7]=[CH:6][CH:5]=[CH:4][CH:3]=1.Cl.[NH2:18][OH:19].[OH-].[Na+].